Task: Regression. Given two drug SMILES strings and cell line genomic features, predict the synergy score measuring deviation from expected non-interaction effect.. Dataset: NCI-60 drug combinations with 297,098 pairs across 59 cell lines (1) Cell line: SNB-75. Drug 2: CN(CCCl)CCCl.Cl. Drug 1: CNC(=O)C1=CC=CC=C1SC2=CC3=C(C=C2)C(=NN3)C=CC4=CC=CC=N4. Synergy scores: CSS=1.21, Synergy_ZIP=-0.739, Synergy_Bliss=-0.782, Synergy_Loewe=-1.62, Synergy_HSA=-0.868. (2) Drug 1: CN(C)C1=NC(=NC(=N1)N(C)C)N(C)C. Drug 2: CC1C(C(CC(O1)OC2CC(CC3=C2C(=C4C(=C3O)C(=O)C5=CC=CC=C5C4=O)O)(C(=O)C)O)N)O. Cell line: OVCAR3. Synergy scores: CSS=30.6, Synergy_ZIP=2.04, Synergy_Bliss=1.30, Synergy_Loewe=-20.8, Synergy_HSA=-3.38. (3) Synergy scores: CSS=13.2, Synergy_ZIP=-7.26, Synergy_Bliss=0.920, Synergy_Loewe=-22.4, Synergy_HSA=1.61. Drug 2: COC1=NC(=NC2=C1N=CN2C3C(C(C(O3)CO)O)O)N. Cell line: UO-31. Drug 1: C1C(C(OC1N2C=C(C(=O)NC2=O)F)CO)O. (4) Drug 1: COC1=CC(=CC(=C1O)OC)C2C3C(COC3=O)C(C4=CC5=C(C=C24)OCO5)OC6C(C(C7C(O6)COC(O7)C8=CC=CS8)O)O. Drug 2: CC1C(C(CC(O1)OC2CC(OC(C2O)C)OC3=CC4=CC5=C(C(=O)C(C(C5)C(C(=O)C(C(C)O)O)OC)OC6CC(C(C(O6)C)O)OC7CC(C(C(O7)C)O)OC8CC(C(C(O8)C)O)(C)O)C(=C4C(=C3C)O)O)O)O. Cell line: SW-620. Synergy scores: CSS=43.7, Synergy_ZIP=3.91, Synergy_Bliss=5.71, Synergy_Loewe=-2.17, Synergy_HSA=5.01. (5) Drug 1: C1=NC2=C(N=C(N=C2N1C3C(C(C(O3)CO)O)O)F)N. Drug 2: CN1C(=O)N2C=NC(=C2N=N1)C(=O)N. Cell line: SK-OV-3. Synergy scores: CSS=16.3, Synergy_ZIP=-4.48, Synergy_Bliss=-1.59, Synergy_Loewe=-11.8, Synergy_HSA=-2.83. (6) Synergy scores: CSS=35.9, Synergy_ZIP=-7.16, Synergy_Bliss=-7.59, Synergy_Loewe=-16.9, Synergy_HSA=-6.11. Cell line: SK-MEL-28. Drug 2: CC1C(C(CC(O1)OC2CC(CC3=C2C(=C4C(=C3O)C(=O)C5=C(C4=O)C(=CC=C5)OC)O)(C(=O)CO)O)N)O.Cl. Drug 1: COC1=CC(=CC(=C1O)OC)C2C3C(COC3=O)C(C4=CC5=C(C=C24)OCO5)OC6C(C(C7C(O6)COC(O7)C8=CC=CS8)O)O.